From a dataset of Full USPTO retrosynthesis dataset with 1.9M reactions from patents (1976-2016). Predict the reactants needed to synthesize the given product. (1) Given the product [NH2:1][C:5]1[CH:6]=[C:7]([C:19]([OH:21])=[O:20])[C:8]([OH:11])=[CH:9][CH:10]=1, predict the reactants needed to synthesize it. The reactants are: [NH:1]([C:5]1[CH:10]=[CH:9][C:8]([OH:11])=[CH:7][CH:6]=1)C(C)=O.[OH-].[Na+].[O-2].[Al+3].[O-2].[O-2].[Al+3].[C:19](=[O:21])=[O:20]. (2) Given the product [CH3:13][C:12]1[O:14][C:8]([C:7]([CH3:15])([C:16]2[CH:21]=[CH:20][C:19]([N+:22]([O-:24])=[O:23])=[CH:18][CH:17]=2)[CH3:6])=[N:10][N:11]=1, predict the reactants needed to synthesize it. The reactants are: P(Cl)(Cl)(Cl)=O.[CH3:6][C:7]([C:16]1[CH:21]=[CH:20][C:19]([N+:22]([O-:24])=[O:23])=[CH:18][CH:17]=1)([CH3:15])[C:8]([NH:10][NH:11][C:12](=[O:14])[CH3:13])=O. (3) Given the product [CH3:1][O:2][C:3]1[N:8]=[C:7]([CH2:9][CH2:10][C@H:11]2[CH2:16][CH2:15][C@H:14]([C:17]([O:19][CH3:20])=[O:18])[CH2:13][NH:12]2)[C:6]([C:21]([O:23][CH3:24])=[O:22])=[CH:5][CH:4]=1, predict the reactants needed to synthesize it. The reactants are: [CH3:1][O:2][C:3]1[N:8]=[C:7]([C:9]#[C:10][C@H:11]2[CH2:16][CH2:15][C@H:14]([C:17]([O:19][CH3:20])=[O:18])[CH2:13][NH:12]2)[C:6]([C:21]([O:23][CH3:24])=[O:22])=[CH:5][CH:4]=1.Cl. (4) Given the product [ClH:19].[CH:1]1([N:6]2[CH2:7][CH2:8][CH:9]([CH2:12][CH2:13][CH2:14][C:15]3[N:16]=[C:23]([C:22]4[CH:26]=[CH:27][C:28]([Cl:29])=[C:20]([Cl:19])[CH:21]=4)[O:18][N:17]=3)[CH2:10][CH2:11]2)[CH2:2][CH2:3][CH2:4][CH2:5]1, predict the reactants needed to synthesize it. The reactants are: [CH:1]1([N:6]2[CH2:11][CH2:10][CH:9]([CH2:12][CH2:13][CH2:14][C:15]([NH:17][OH:18])=[NH:16])[CH2:8][CH2:7]2)[CH2:5][CH2:4][CH2:3][CH2:2]1.[Cl:19][C:20]1[CH:21]=[C:22]([CH:26]=[CH:27][C:28]=1[Cl:29])[C:23](Cl)=O.